This data is from Peptide-MHC class II binding affinity with 134,281 pairs from IEDB. The task is: Regression. Given a peptide amino acid sequence and an MHC pseudo amino acid sequence, predict their binding affinity value. This is MHC class II binding data. (1) The peptide sequence is TAAATAPADDKFTVF. The MHC is HLA-DPA10103-DPB10401 with pseudo-sequence HLA-DPA10103-DPB10401. The binding affinity (normalized) is 0.0413. (2) The MHC is HLA-DQA10501-DQB10201 with pseudo-sequence HLA-DQA10501-DQB10201. The peptide sequence is SADEVQRMMAEIDTD. The binding affinity (normalized) is 0.502. (3) The peptide sequence is GELQIVDKIDWAFKI. The MHC is DRB3_0202 with pseudo-sequence DRB3_0202. The binding affinity (normalized) is 0.242. (4) The peptide sequence is VRSGGHDYEGLSYRS. The MHC is DRB1_0405 with pseudo-sequence DRB1_0405. The binding affinity (normalized) is 0.334.